From a dataset of Catalyst prediction with 721,799 reactions and 888 catalyst types from USPTO. Predict which catalyst facilitates the given reaction. (1) Reactant: [S:1]1[C:9]2[CH2:8][CH2:7][N:6]([C:10]([C:12]3[CH:13]=[C:14]([CH:19]=[CH:20][CH:21]=3)[C:15](OC)=[O:16])=O)[CH2:5][C:4]=2[CH:3]=[CH:2]1.[H-].[H-].[H-].[H-].[Li+].[Al+3].C(OCC)(=O)C.S([O-])([O-])(=O)=O.[Na+].[Na+]. Product: [S:1]1[C:9]2[CH2:8][CH2:7][N:6]([CH2:10][C:12]3[CH:13]=[C:14]([CH2:15][OH:16])[CH:19]=[CH:20][CH:21]=3)[CH2:5][C:4]=2[CH:3]=[CH:2]1. The catalyst class is: 134. (2) Reactant: [CH2:1]([C:5]1[CH:10]=[CH:9][CH:8]=[CH:7][CH:6]=1)[C:2](=[CH2:4])[CH3:3].C(#N)C.C(=O)([O-])[O-:15].[K+].[K+].OO. Product: [CH3:4][C:2]1([CH2:1][C:5]2[CH:10]=[CH:9][CH:8]=[CH:7][CH:6]=2)[O:15][CH2:3]1. The catalyst class is: 125. (3) Reactant: [Cl:1][C:2]1[C:3]([N:33]=[C:34]([C:41]2[CH:46]=[CH:45][CH:44]=[CH:43][CH:42]=2)[C:35]2[CH:40]=[CH:39][CH:38]=[CH:37][CH:36]=2)=[N:4][CH:5]=[CH:6][C:7]=1[O:8][C:9]1[CH:14]=[CH:13][C:12]([NH:15][C:16]([C:18]2[C:23](=[O:24])[C:22]([C:25]3[CH:30]=[CH:29][C:28]([F:31])=[CH:27][CH:26]=3)=[CH:21][NH:20][CH:19]=2)=[O:17])=[CH:11][C:10]=1[F:32].C([O-])([O-])=O.[Cs+].[Cs+].[I-].[K+].[P:55]([O:67][CH2:68]Cl)([O:62][C:63]([CH3:66])([CH3:65])[CH3:64])([O:57][C:58]([CH3:61])([CH3:60])[CH3:59])=[O:56]. Product: [P:55]([O:67][CH2:68][N:20]1[CH:21]=[C:22]([C:25]2[CH:30]=[CH:29][C:28]([F:31])=[CH:27][CH:26]=2)[C:23](=[O:24])[C:18]([C:16](=[O:17])[NH:15][C:12]2[CH:13]=[CH:14][C:9]([O:8][C:7]3[CH:6]=[CH:5][N:4]=[C:3]([N:33]=[C:34]([C:41]4[CH:42]=[CH:43][CH:44]=[CH:45][CH:46]=4)[C:35]4[CH:36]=[CH:37][CH:38]=[CH:39][CH:40]=4)[C:2]=3[Cl:1])=[C:10]([F:32])[CH:11]=2)=[CH:19]1)([O:57][C:58]([CH3:61])([CH3:60])[CH3:59])([O:62][C:63]([CH3:64])([CH3:65])[CH3:66])=[O:56]. The catalyst class is: 3. (4) Reactant: [CH2:1]([NH:4][S:5]([CH2:8][CH2:9][CH3:10])(=[O:7])=[O:6])[CH:2]=[CH2:3].C12BC(CCC1)CCC2.FC(F)(F)S(O[C:26]1[CH:35]=[CH:34][C:33]2[CH2:32][CH2:31][C@@H:30]([N:36]3[CH2:40][CH2:39][CH2:38][CH2:37]3)[C@@H:29]([CH2:41][C:42]3[CH:47]=[CH:46][CH:45]=[C:44]([Cl:48])[CH:43]=3)[C:28]=2[CH:27]=1)(=O)=O.[OH-].[Na+]. Product: [ClH:48].[Cl:48][C:44]1[CH:43]=[C:42]([CH:47]=[CH:46][CH:45]=1)[CH2:41][CH:29]1[C:28]2[CH:27]=[C:26]([CH2:3][CH2:2][CH2:1][NH:4][S:5]([CH2:8][CH2:9][CH3:10])(=[O:7])=[O:6])[CH:35]=[CH:34][C:33]=2[CH2:32][CH2:31][CH:30]1[N:36]1[CH2:40][CH2:39][CH2:38][CH2:37]1. The catalyst class is: 54. (5) Reactant: [O:1]1[C:10]2[C:5](=[CH:6][CH:7]=[CH:8][CH:9]=2)[C:4](=[O:11])[C:3]([C:12]([OH:14])=O)=[CH:2]1.S(Cl)(Cl)=O.[NH2:19][C:20]1[CH:25]=[CH:24][CH:23]=[CH:22][CH:21]=1. Product: [O:11]=[C:4]1[C:5]2[C:10](=[CH:9][CH:8]=[CH:7][CH:6]=2)[O:1][CH:2]=[C:3]1[C:12]([NH:19][C:20]1[CH:25]=[CH:24][CH:23]=[CH:22][CH:21]=1)=[O:14]. The catalyst class is: 2. (6) Reactant: [CH3:1][O:2][C:3]1[C:12]2[O:13][C:14]([CH3:17])([CH3:16])[CH2:15][C:11]=2[C:10]2[C:9]([C:18]3[CH:23]=[CH:22][CH:21]=[CH:20][CH:19]=3)=[N:8][C:7]([CH3:25])([CH3:24])[CH2:6][C:5]=2[C:4]=1[CH2:26][C:27]([OH:29])=O.[Cl-].[NH4+].C([N:34](CC)CC)C. Product: [CH3:1][O:2][C:3]1[C:12]2[O:13][C:14]([CH3:16])([CH3:17])[CH2:15][C:11]=2[C:10]2[C:9]([C:18]3[CH:19]=[CH:20][CH:21]=[CH:22][CH:23]=3)=[N:8][C:7]([CH3:24])([CH3:25])[CH2:6][C:5]=2[C:4]=1[CH2:26][C:27]([NH2:34])=[O:29]. The catalyst class is: 9. (7) Reactant: [N:1]1([C:6]([C:8]2[CH:13]=[CH:12][C:11](Br)=[CH:10][C:9]=2[CH3:15])=[O:7])[CH2:5][CH:4]=[CH:3][CH2:2]1.[Cu](C#N)[C:17]#[N:18].O.C(OCC)(=O)C. Product: [N:1]1([C:6]([C:8]2[CH:13]=[CH:12][C:11]([C:17]#[N:18])=[CH:10][C:9]=2[CH3:15])=[O:7])[CH2:5][CH:4]=[CH:3][CH2:2]1. The catalyst class is: 9. (8) Reactant: C[O:2][CH2:3][C@H:4]([CH3:33])[O:5][C:6]1[CH:7]=[C:8]([C:23]2[NH:27][C:26]([C:28]3[S:29][CH:30]=[CH:31][N:32]=3)=[CH:25][CH:24]=2)[CH:9]=[C:10]([O:12][C:13]2[CH:18]=[CH:17][C:16]([S:19]([CH3:22])(=[O:21])=[O:20])=[CH:15][CH:14]=2)[CH:11]=1.B(Br)(Br)Br.ClCCl.C(=O)([O-])O.[Na+].C(OCC)(=O)C. Product: [CH3:22][S:19]([C:16]1[CH:15]=[CH:14][C:13]([O:12][C:10]2[CH:11]=[C:6]([CH:7]=[C:8]([C:23]3[NH:27][C:26]([C:28]4[S:29][CH:30]=[CH:31][N:32]=4)=[CH:25][CH:24]=3)[CH:9]=2)[O:5][C@@H:4]([CH3:33])[CH2:3][OH:2])=[CH:18][CH:17]=1)(=[O:21])=[O:20]. The catalyst class is: 4. (9) Reactant: [N:1]1[CH:2]=[CH:3][N:4]2[CH2:9][CH2:8][N:7](C(OC(C)(C)C)=O)[CH2:6][C:5]=12.[F:17][C:18]([F:23])([F:22])[C:19]([OH:21])=[O:20]. Product: [F:17][C:18]([F:23])([F:22])[C:19]([OH:21])=[O:20].[N:1]1[CH:2]=[CH:3][N:4]2[CH2:9][CH2:8][NH:7][CH2:6][C:5]=12. The catalyst class is: 4. (10) Reactant: [C:1]([C:5]1[CH:10]=[CH:9][C:8]([C:11]2[CH:16]=[CH:15][CH:14]=[C:13]([CH:17]3[C:26]([CH3:28])([CH3:27])[CH2:25][C:24]4[C:19](=[CH:20][CH:21]=[C:22]([C:29]([OH:31])=O)[CH:23]=4)[NH:18]3)[CH:12]=2)=[CH:7][CH:6]=1)([CH3:4])([CH3:3])[CH3:2].[CH3:32][S:33]([NH2:36])(=[O:35])=[O:34]. The catalyst class is: 119. Product: [C:1]([C:5]1[CH:6]=[CH:7][C:8]([C:11]2[CH:16]=[CH:15][CH:14]=[C:13]([CH:17]3[C:26]([CH3:27])([CH3:28])[CH2:25][C:24]4[C:19](=[CH:20][CH:21]=[C:22]([C:29]([NH:36][S:33]([CH3:32])(=[O:35])=[O:34])=[O:31])[CH:23]=4)[NH:18]3)[CH:12]=2)=[CH:9][CH:10]=1)([CH3:4])([CH3:3])[CH3:2].